From a dataset of Peptide-MHC class I binding affinity with 185,985 pairs from IEDB/IMGT. Regression. Given a peptide amino acid sequence and an MHC pseudo amino acid sequence, predict their binding affinity value. This is MHC class I binding data. (1) The peptide sequence is IVCIVAAVII. The MHC is HLA-A02:03 with pseudo-sequence HLA-A02:03. The binding affinity (normalized) is 0.319. (2) The peptide sequence is VPADHRLAF. The MHC is HLA-B57:01 with pseudo-sequence HLA-B57:01. The binding affinity (normalized) is 0.0847. (3) The peptide sequence is LLPRRGPRL. The MHC is H-2-Dd with pseudo-sequence H-2-Dd. The binding affinity (normalized) is 0.209. (4) The binding affinity (normalized) is 0.632. The MHC is H-2-Db with pseudo-sequence H-2-Db. The peptide sequence is SQLGNAGEV. (5) The peptide sequence is SVRDRLARL. The MHC is HLA-A02:02 with pseudo-sequence HLA-A02:02. The binding affinity (normalized) is 0.338.